Dataset: Reaction yield outcomes from USPTO patents with 853,638 reactions. Task: Predict the reaction yield, written as a fraction of the theoretical maximum amount of product (1.0 means a 100% yield; for example, 0.34 means a 34% yield). (1) The reactants are [CH3:1][O:2][C:3]1[CH:4]=[C:5]([CH:9]2[C:18]([CH3:20])([CH3:19])[CH2:17][C:16]3[C:11](=[CH:12][CH:13]=[C:14]([C:21](O)=[O:22])[CH:15]=3)[NH:10]2)[CH:6]=[CH:7][CH:8]=1.C[NH3+].F[P-](F)(F)(F)(F)F.N1(OC(N(C)C)=[N+](C)C)C2N=CC=CC=2N=N1.F[P-](F)(F)(F)(F)F.C(N(CC)CC)C.[CH3:64][C:65]1([OH:70])[CH2:69][CH2:68][NH:67][CH2:66]1. The catalyst is ClCCl. The product is [OH:70][C:65]1([CH3:64])[CH2:69][CH2:68][N:67]([C:21]([C:14]2[CH:15]=[C:16]3[C:11](=[CH:12][CH:13]=2)[NH:10][CH:9]([C:5]2[CH:6]=[CH:7][CH:8]=[C:3]([O:2][CH3:1])[CH:4]=2)[C:18]([CH3:20])([CH3:19])[CH2:17]3)=[O:22])[CH2:66]1. The yield is 0.500. (2) The product is [CH3:29][C:28]1([CH3:30])[O:24][C@H:5]2[C@H:6]([N:8]3[C:12]4[N:13]=[CH:14][N:15]=[C:16]([S:17][C:18]5[CH:19]=[CH:20][CH:21]=[CH:22][CH:23]=5)[C:11]=4[CH:10]=[CH:9]3)[CH2:7][C@@H:3]([CH2:2][OH:1])[C@H:4]2[O:25]1. The reactants are [OH:1][CH2:2][C@@H:3]1[CH2:7][C@@H:6]([N:8]2[C:12]3[N:13]=[CH:14][N:15]=[C:16]([S:17][C:18]4[CH:23]=[CH:22][CH:21]=[CH:20][CH:19]=4)[C:11]=3[CH:10]=[CH:9]2)[C@H:5]([OH:24])[C@@H:4]1[OH:25].CO[C:28](OC)([CH3:30])[CH3:29].O.C1(C)C=CC(S(O)(=O)=O)=CC=1. The yield is 0.990. The catalyst is CC(C)=O. (3) The reactants are CS(O[CH2:6][C@@H:7]1[O:12][C:11]2[CH:13]=[CH:14][C:15]([NH:17][C:18](=[O:27])[C:19]3[C:24]([F:25])=[CH:23][CH:22]=[CH:21][C:20]=3[Cl:26])=[CH:16][C:10]=2[N:9]([S:28]([C:31]2[CH:36]=[CH:35][CH:34]=[C:33]([C:37]#[N:38])[CH:32]=2)(=[O:30])=[O:29])[CH2:8]1)(=O)=O.[NH:39]1[CH2:43][CH2:42][CH2:41][CH2:40]1. The catalyst is CN(C)C=O. The product is [Cl:26][C:20]1[CH:21]=[CH:22][CH:23]=[C:24]([F:25])[C:19]=1[C:18]([NH:17][C:15]1[CH:14]=[CH:13][C:11]2[O:12][C@@H:7]([CH2:6][N:39]3[CH2:43][CH2:42][CH2:41][CH2:40]3)[CH2:8][N:9]([S:28]([C:31]3[CH:36]=[CH:35][CH:34]=[C:33]([C:37]#[N:38])[CH:32]=3)(=[O:29])=[O:30])[C:10]=2[CH:16]=1)=[O:27]. The yield is 0.180. (4) The yield is 0.770. The reactants are [NH2:1][CH:2]1[CH2:7][CH2:6][CH:5]([O:8][CH2:9][C:10]([O:12][C:13]([CH3:16])([CH3:15])[CH3:14])=[O:11])[CH2:4][CH2:3]1.Br[C:18]1[CH:23]=[CH:22][C:21]([S:24]([C:27]([F:30])([F:29])[F:28])(=[O:26])=[O:25])=[CH:20][CH:19]=1.C(=O)([O-])[O-].[Cs+].[Cs+]. The product is [F:29][C:27]([F:28])([F:30])[S:24]([C:21]1[CH:22]=[CH:23][C:18]([NH:1][CH:2]2[CH2:7][CH2:6][CH:5]([O:8][CH2:9][C:10]([O:12][C:13]([CH3:16])([CH3:15])[CH3:14])=[O:11])[CH2:4][CH2:3]2)=[CH:19][CH:20]=1)(=[O:25])=[O:26]. The catalyst is C1(C)C=CC=CC=1.CC([O-])=O.CC([O-])=O.[Pd+2].C1C=CC(P(C2C(C3C(P(C4C=CC=CC=4)C4C=CC=CC=4)=CC=C4C=3C=CC=C4)=C3C(C=CC=C3)=CC=2)C2C=CC=CC=2)=CC=1. (5) The reactants are Br[C:2]1[CH:3]=[CH:4][C:5](O)=[C:6]([C:8]2[CH:17]=[CH:16][C:15]3[C:10](=[CH:11][CH:12]=[C:13]([C:18]4[N:22]([CH:23]5[CH2:28][CH2:27][CH2:26][CH2:25][CH2:24]5)[C:21]5[CH:29]=[CH:30][C:31]([C:33]([OH:35])=[O:34])=[CH:32][C:20]=5[N:19]=4)[CH:14]=3)[N:9]=2)[CH:7]=1.CO[C:39]1[CH:40]=[C:41](C(=O)C)[C:42]([C:39]2[CH:44]=[CH:43][CH:42]=[CH:41][C:40]=2C)=[CH:43][CH:44]=1.[OH-].[K+]. The catalyst is C(O)C. The product is [C:3]1([C:39]2[CH:40]=[CH:41][CH:42]=[CH:43][CH:44]=2)[CH:4]=[CH:5][C:6]([C:8]2[CH:17]=[CH:16][C:15]3[C:10](=[CH:11][CH:12]=[C:13]([C:18]4[N:22]([CH:23]5[CH2:28][CH2:27][CH2:26][CH2:25][CH2:24]5)[C:21]5[CH:29]=[CH:30][C:31]([C:33]([OH:35])=[O:34])=[CH:32][C:20]=5[N:19]=4)[CH:14]=3)[N:9]=2)=[CH:7][CH:2]=1. The yield is 0.280. (6) The reactants are [CH3:1][C:2]1[CH:7]=[C:6]([CH3:8])[CH:5]=[C:4]([CH3:9])[C:3]=1[N:10]=[C:11]=[O:12].[NH2:13][C:14]1[CH:15]=[C:16]([C:34]2[CH:39]=[CH:38][CH:37]=[C:36]([F:40])[CH:35]=2)[CH:17]=[CH:18][C:19]=1[C:20]([NH:22][C@@H:23]([CH:28]1[CH2:33][CH2:32][CH2:31][CH2:30][CH2:29]1)[C:24]([O:26][CH3:27])=[O:25])=[O:21].CCCCCC.C(OCC)(=O)C. The catalyst is N1C=CC=CC=1. The product is [CH:28]1([C@H:23]([NH:22][C:20]([C:19]2[CH:18]=[CH:17][C:16]([C:34]3[CH:39]=[CH:38][CH:37]=[C:36]([F:40])[CH:35]=3)=[CH:15][C:14]=2[NH:13][C:11]([NH:10][C:3]2[C:2]([CH3:1])=[CH:7][C:6]([CH3:8])=[CH:5][C:4]=2[CH3:9])=[O:12])=[O:21])[C:24]([O:26][CH3:27])=[O:25])[CH2:33][CH2:32][CH2:31][CH2:30][CH2:29]1. The yield is 0.780. (7) The reactants are Br[C:2]1(Br)[C:10]2[C:5](=[N:6][CH:7]=[CH:8][CH:9]=2)[N:4]([CH:11]([C:18]2[CH:23]=[CH:22][CH:21]=[CH:20][CH:19]=2)[C:12]2[CH:17]=[CH:16][CH:15]=[CH:14][CH:13]=2)[C:3]1=[O:24].BrC1(Br)C2=NC=CC=C2N(C(C2C=CC=CC=2)C2C=CC=CC=2)C1=[O:49]. No catalyst specified. The product is [C:12]1([CH:11]([C:18]2[CH:23]=[CH:22][CH:21]=[CH:20][CH:19]=2)[N:4]2[C:5]3=[N:6][CH:7]=[CH:8][CH:9]=[C:10]3[C:2](=[O:49])[C:3]2=[O:24])[CH:17]=[CH:16][CH:15]=[CH:14][CH:13]=1. The yield is 0.410. (8) The yield is 0.700. The catalyst is CO. The product is [CH3:12][C:9]1[CH2:8][O:7][CH:6]([C:4]([OH:5])=[O:3])[CH2:11][CH:10]=1. The reactants are C([O:3][C:4]([CH:6]1[CH2:11][CH:10]=[C:9]([CH3:12])[CH2:8][O:7]1)=[O:5])C.[OH-].[Na+]. (9) The reactants are [F:1][C:2]1[C:7]([F:8])=[CH:6][N:5]=[C:4]2[NH:9][CH:10]=[C:11]([NH2:12])[C:3]=12.[CH3:13][O:14][C@H:15]([CH3:19])[C:16](O)=[O:17].C1N(P(Cl)(N2C(=O)OCC2)=O)C(=O)OC1.[Li+].[OH-]. The product is [F:1][C:2]1[C:7]([F:8])=[CH:6][N:5]=[C:4]2[NH:9][CH:10]=[C:11]([NH:12][C:16](=[O:17])[C@H:15]([O:14][CH3:13])[CH3:19])[C:3]=12. The yield is 0.700. The catalyst is C(Cl)Cl.C(OCC)(=O)C.O. (10) The reactants are C[O:2][C:3]1[CH:4]=[C:5]([CH:30]=[CH:31][C:32]=1[O:33]C)[C:6]([NH:8][C:9]1[S:10][C:11]([CH2:22][CH2:23][C:24]2[CH:29]=[CH:28][CH:27]=[CH:26][CH:25]=2)=[C:12]([C:14]2[CH:19]=[CH:18][C:17]([O:20]C)=[CH:16][CH:15]=2)[N:13]=1)=[O:7].B(Br)(Br)Br. No catalyst specified. The product is [OH:2][C:3]1[CH:4]=[C:5]([CH:30]=[CH:31][C:32]=1[OH:33])[C:6]([NH:8][C:9]1[S:10][C:11]([CH2:22][CH2:23][C:24]2[CH:29]=[CH:28][CH:27]=[CH:26][CH:25]=2)=[C:12]([C:14]2[CH:15]=[CH:16][C:17]([OH:20])=[CH:18][CH:19]=2)[N:13]=1)=[O:7]. The yield is 0.538.